From a dataset of Reaction yield outcomes from USPTO patents with 853,638 reactions. Predict the reaction yield, written as a fraction of the theoretical maximum amount of product (1.0 means a 100% yield; for example, 0.34 means a 34% yield). (1) The reactants are [Cl:1][C:2]1[CH:3]=[C:4]([C:8]2[CH:9]=[C:10]([CH2:18][N:19]3[CH:23]=[N:22][C:21]([C:24]#[N:25])=[N:20]3)[CH:11]=[N:12][C:13]=2[O:14][CH:15]([F:17])[F:16])[CH:5]=[CH:6][CH:7]=1.[H-].C([Al+]CC(C)C)C(C)C. The catalyst is C(Cl)Cl. The product is [Cl:1][C:2]1[CH:3]=[C:4]([C:8]2[CH:9]=[C:10]([CH2:18][N:19]3[CH:23]=[N:22][C:21]([CH2:24][NH2:25])=[N:20]3)[CH:11]=[N:12][C:13]=2[O:14][CH:15]([F:17])[F:16])[CH:5]=[CH:6][CH:7]=1. The yield is 0.100. (2) The reactants are [C:1]([SH:9])(=[S:8])[C:2]1[CH:7]=[CH:6][CH:5]=[CH:4][CH:3]=1.[CH3:10][C:11]([CH2:13][C:14]([CH3:17])([CH3:16])[CH3:15])=[CH2:12]. The catalyst is C(Cl)(Cl)(Cl)Cl. The product is [C:1]([S:9][C:11]([CH3:12])([CH2:13][C:14]([CH3:17])([CH3:16])[CH3:15])[CH3:10])(=[S:8])[C:2]1[CH:7]=[CH:6][CH:5]=[CH:4][CH:3]=1. The yield is 0.317. (3) The reactants are Cl.[C:2]([C:6]1[CH:19]=[CH:18][C:9]2[NH:10][C:11]([CH2:13][CH2:14][CH2:15][CH2:16]Cl)=[N:12][C:8]=2[CH:7]=1)([CH3:5])([CH3:4])[CH3:3].[CH:20]([NH2:23])([CH3:22])[CH3:21]. No catalyst specified. The yield is 0.510. The product is [C:2]([C:6]1[CH:19]=[CH:18][C:9]2[NH:10][C:11]([CH2:13][CH2:14][CH2:15][CH2:16][NH:23][CH:20]([CH3:22])[CH3:21])=[N:12][C:8]=2[CH:7]=1)([CH3:5])([CH3:4])[CH3:3]. (4) The reactants are Cl[Si](C)(C)C.Br[CH2:7][C:8]([O:10][CH2:11][CH3:12])=[O:9].C=C[C@@H]1[C@@H]2C[C@H]([C@@H](O)C3C4C(=CC=CC=4)N=CC=3)N(CC2)C1.N1C=CC=CC=1.[CH3:41][NH:42][C:43]([C:45]1[CH:54]=[CH:53][C:52]2[C:47](=[CH:48][CH:49]=[C:50]([C:55]([C:57]3[N:58]=[CH:59][N:60]([C:62]([C:75]4[CH:80]=[CH:79][CH:78]=[CH:77][CH:76]=4)([C:69]4[CH:74]=[CH:73][CH:72]=[CH:71][CH:70]=4)[C:63]4[CH:68]=[CH:67][CH:66]=[CH:65][CH:64]=4)[CH:61]=3)=[O:56])[CH:51]=2)[CH:46]=1)=[O:44].Cl. The catalyst is C1COCC1.C(OCC)(=O)C.[Zn]. The product is [OH:56][C@@:55]([C:50]1[CH:49]=[CH:48][C:47]2[C:52](=[CH:53][CH:54]=[C:45]([C:43]([NH:42][CH3:41])=[O:44])[CH:46]=2)[CH:51]=1)([C:57]1[N:58]=[CH:59][N:60]([C:62]([C:63]2[CH:68]=[CH:67][CH:66]=[CH:65][CH:64]=2)([C:75]2[CH:76]=[CH:77][CH:78]=[CH:79][CH:80]=2)[C:69]2[CH:74]=[CH:73][CH:72]=[CH:71][CH:70]=2)[CH:61]=1)[CH2:7][C:8]([O:10][CH2:11][CH3:12])=[O:9]. The yield is 0.830.